From a dataset of Reaction yield outcomes from USPTO patents with 853,638 reactions. Predict the reaction yield, written as a fraction of the theoretical maximum amount of product (1.0 means a 100% yield; for example, 0.34 means a 34% yield). (1) The reactants are [CH:1]1([C:4]2[CH:18]=[CH:17][C:7]3[NH:8][C:9]([CH:11]4[CH2:16][CH2:15][NH:14][CH2:13][CH2:12]4)=[N:10][C:6]=3[CH:5]=2)[CH2:3][CH2:2]1.[Cl:19][C:20]1[C:25](Cl)=[N:24][CH:23]=[CH:22][N:21]=1.C([O-])([O-])=O.[K+].[K+]. The catalyst is CC#N. The product is [Cl:19][C:20]1[C:25]([N:14]2[CH2:13][CH2:12][CH:11]([C:9]3[NH:8][C:7]4[CH:17]=[CH:18][C:4]([CH:1]5[CH2:2][CH2:3]5)=[CH:5][C:6]=4[N:10]=3)[CH2:16][CH2:15]2)=[N:24][CH:23]=[CH:22][N:21]=1. The yield is 0.650. (2) The reactants are [CH3:1][C:2]1[CH:7]=[CH:6][N:5]=[C:4]([S:8][CH3:9])[N:3]=1.[Cl:10][C:11]1[C:20]([NH:21][C:22](=[O:27])[C:23]([CH3:26])([CH3:25])[CH3:24])=[CH:19][C:18]([F:28])=[CH:17][C:12]=1[C:13](OC)=[O:14].[Li+].C[Si]([N-][Si](C)(C)C)(C)C. The catalyst is C1COCC1. The product is [Cl:10][C:11]1[C:12]([C:13](=[O:14])[CH2:1][C:2]2[CH:7]=[CH:6][N:5]=[C:4]([S:8][CH3:9])[N:3]=2)=[CH:17][C:18]([F:28])=[CH:19][C:20]=1[NH:21][C:22](=[O:27])[C:23]([CH3:25])([CH3:24])[CH3:26]. The yield is 0.810.